This data is from Full USPTO retrosynthesis dataset with 1.9M reactions from patents (1976-2016). The task is: Predict the reactants needed to synthesize the given product. Given the product [S:35]([O:1][CH2:2][CH2:3][CH2:4][CH2:5][CH2:6][CH2:7][CH2:8][CH2:9][CH2:10][CH2:11][CH2:12][CH2:13][CH2:14][CH2:15][CH2:16][CH2:17][CH2:18][C:19]([O:21][CH3:22])=[O:20])([C:32]1[CH:33]=[CH:34][C:29]([CH3:39])=[CH:30][CH:31]=1)(=[O:37])=[O:36], predict the reactants needed to synthesize it. The reactants are: [OH:1][CH2:2][CH2:3][CH2:4][CH2:5][CH2:6][CH2:7][CH2:8][CH2:9][CH2:10][CH2:11][CH2:12][CH2:13][CH2:14][CH2:15][CH2:16][CH2:17][CH2:18][C:19]([O:21][CH3:22])=[O:20].N1C=CC=CC=1.[C:29]1([CH3:39])[CH:34]=[CH:33][C:32]([S:35](Cl)(=[O:37])=[O:36])=[CH:31][CH:30]=1.